Task: Predict the reaction yield, written as a fraction of the theoretical maximum amount of product (1.0 means a 100% yield; for example, 0.34 means a 34% yield).. Dataset: Reaction yield outcomes from USPTO patents with 853,638 reactions (1) The reactants are CC1(C)[O:7][C:6](=[O:8])[CH2:5][C:4](=[O:9])O1.[F:11][C:12]1[CH:17]=[CH:16][C:15]([NH:18]/[N:19]=[C:20](\[CH3:23])/[CH:21]=O)=[CH:14][CH:13]=1. The catalyst is C1(C)C=CC=CC=1.C(O)(=O)C.N1CCCCC1. The product is [F:11][C:12]1[CH:13]=[CH:14][C:15]([N:18]2[C:4](=[O:9])[C:5]([C:6]([OH:7])=[O:8])=[CH:21][C:20]([CH3:23])=[N:19]2)=[CH:16][CH:17]=1. The yield is 0.580. (2) The reactants are [OH:1][C@H:2]1[CH2:7][CH2:6][C@H:5]([NH:8][C:9]2[N:18]=[CH:17][C:16]3[C:11](=[C:12]([O:20][CH2:21][C:22](O)=[O:23])[C:13]([CH3:19])=[CH:14][CH:15]=3)[N:10]=2)[CH2:4][CH2:3]1.[CH3:25][N:26]1CCOCC1.Cl.CN.C1C=CC2N(O)N=NC=2C=1.CCN=C=NCCCN(C)C.Cl. The product is [OH:1][C@H:2]1[CH2:7][CH2:6][C@H:5]([NH:8][C:9]2[N:18]=[CH:17][C:16]3[C:11](=[C:12]([O:20][CH2:21][C:22]([NH:26][CH3:25])=[O:23])[C:13]([CH3:19])=[CH:14][CH:15]=3)[N:10]=2)[CH2:4][CH2:3]1. The yield is 0.632. The catalyst is C(Cl)Cl.CO.C1COCC1.CN(C=O)C.